This data is from Reaction yield outcomes from USPTO patents with 853,638 reactions. The task is: Predict the reaction yield, written as a fraction of the theoretical maximum amount of product (1.0 means a 100% yield; for example, 0.34 means a 34% yield). The reactants are C([O:3][C:4]([C:6]1[CH:7]=[N:8][C:9]2[C:14]([C:15]=1[N:16]([CH2:28][C:29]1[CH:34]=[CH:33][CH:32]=[CH:31][CH:30]=1)[S:17]([C:20]1[CH:25]=[CH:24][C:23]([O:26][CH3:27])=[CH:22][CH:21]=1)(=[O:19])=[O:18])=[CH:13][CH:12]=[C:11]([C:35]([F:38])([F:37])[F:36])[CH:10]=2)=[O:5])C.[OH-].[Na+].Cl. The catalyst is CO.C1COCC1. The product is [CH2:28]([N:16]([S:17]([C:20]1[CH:25]=[CH:24][C:23]([O:26][CH3:27])=[CH:22][CH:21]=1)(=[O:19])=[O:18])[C:15]1[C:14]2[C:9](=[CH:10][C:11]([C:35]([F:37])([F:38])[F:36])=[CH:12][CH:13]=2)[N:8]=[CH:7][C:6]=1[C:4]([OH:5])=[O:3])[C:29]1[CH:30]=[CH:31][CH:32]=[CH:33][CH:34]=1. The yield is 0.820.